This data is from Full USPTO retrosynthesis dataset with 1.9M reactions from patents (1976-2016). The task is: Predict the reactants needed to synthesize the given product. (1) Given the product [Br:1][C:2]1[CH:3]=[C:4]([CH:9]([CH3:10])[C:16]#[N:17])[CH:5]=[C:6]([CH3:8])[CH:7]=1, predict the reactants needed to synthesize it. The reactants are: [Br:1][C:2]1[CH:3]=[C:4]([C:9]([C:16]#[N:17])(C)[C:10](OCC)=O)[CH:5]=[C:6]([CH3:8])[CH:7]=1.Cl.C([O-])(O)=O.[Na+]. (2) Given the product [CH3:15][CH2:14][O:13][P:9]([O:10][CH2:11][CH3:12])([CH2:8][CH2:7][C:4]1[CH:3]=[CH:2][N+:1]([O-:25])=[CH:6][CH:5]=1)=[O:16], predict the reactants needed to synthesize it. The reactants are: [N:1]1[CH:6]=[CH:5][C:4]([CH2:7][CH2:8][P:9](=[O:16])([O:13][CH2:14][CH3:15])[O:10][CH2:11][CH3:12])=[CH:3][CH:2]=1.ClC1C=CC=C(C(OO)=[O:25])C=1. (3) Given the product [Cl:1][C:2]1[CH:3]=[C:4]2[S:8][C:7]([NH:9][CH3:10])=[N:6][C:5]2=[C:11]([S:14]([Cl:13])(=[O:16])=[O:15])[CH:12]=1, predict the reactants needed to synthesize it. The reactants are: [Cl:1][C:2]1[CH:12]=[CH:11][C:5]2[N:6]=[C:7]([NH:9][CH3:10])[S:8][C:4]=2[CH:3]=1.[Cl:13][S:14](O)(=[O:16])=[O:15]. (4) Given the product [Cl:18][CH:19]([CH2:23][CH3:24])[C:20]([NH:8][C@H:7]([C:1]1[CH:6]=[CH:5][CH:4]=[CH:3][CH:2]=1)[CH2:9][OH:10])=[O:21], predict the reactants needed to synthesize it. The reactants are: [C:1]1([C@H:7]([CH2:9][OH:10])[NH2:8])[CH:6]=[CH:5][CH:4]=[CH:3][CH:2]=1.C(N(CC)CC)C.[Cl:18][CH:19]([CH2:23][CH3:24])[C:20](Cl)=[O:21]. (5) Given the product [Br:1][C:2]1[CH:3]=[C:4]([CH:8]=[CH:9][C:10]=1[NH:11][CH:12]=[O:13])[C:5]([NH:22][C:19]1[CH:20]=[CH:21][C:16]([O:15][CH3:14])=[CH:17][CH:18]=1)=[O:7], predict the reactants needed to synthesize it. The reactants are: [Br:1][C:2]1[CH:3]=[C:4]([CH:8]=[CH:9][C:10]=1[NH:11][CH:12]=[O:13])[C:5]([OH:7])=O.[CH3:14][O:15][C:16]1[CH:21]=[CH:20][C:19]([NH2:22])=[CH:18][CH:17]=1. (6) The reactants are: [CH3:1][C:2]1[CH:7]=[CH:6][CH:5]=[C:4]([C:8]2[N:9]([C:18]3[CH:23]=[CH:22][C:21]([S:24]([CH3:27])(=[O:26])=[O:25])=[CH:20][CH:19]=3)[CH2:10][C:11](O)([C:13]([F:16])([F:15])[F:14])[N:12]=2)[N:3]=1.O.C1(C)C=CC(S(O)(=O)=O)=CC=1. Given the product [CH3:1][C:2]1[CH:7]=[CH:6][CH:5]=[C:4]([C:8]2[N:9]([C:18]3[CH:23]=[CH:22][C:21]([S:24]([CH3:27])(=[O:26])=[O:25])=[CH:20][CH:19]=3)[CH:10]=[C:11]([C:13]([F:15])([F:16])[F:14])[N:12]=2)[N:3]=1, predict the reactants needed to synthesize it. (7) Given the product [CH3:29][O:28][C:27]1[CH:26]=[C:25]([CH:34]=[CH:33][C:30]=1[O:31][CH3:32])[CH2:24][NH:35][C:2]1[N:3]=[C:4]([C:19]2[O:20][CH:21]=[CH:22][CH:23]=2)[C:5]2[CH:10]=[CH:9][N:8]([CH2:11][C:12]3[CH:17]=[CH:16][CH:15]=[CH:14][C:13]=3[F:18])[C:6]=2[N:7]=1, predict the reactants needed to synthesize it. The reactants are: Cl[C:2]1[N:3]=[C:4]([C:19]2[O:20][CH:21]=[CH:22][CH:23]=2)[C:5]2[CH:10]=[CH:9][N:8]([CH2:11][C:12]3[CH:17]=[CH:16][CH:15]=[CH:14][C:13]=3[F:18])[C:6]=2[N:7]=1.[CH2:24]([NH2:35])[C:25]1[CH:34]=[CH:33][C:30]([O:31][CH3:32])=[C:27]([O:28][CH3:29])[CH:26]=1.